Dataset: Catalyst prediction with 721,799 reactions and 888 catalyst types from USPTO. Task: Predict which catalyst facilitates the given reaction. (1) Reactant: C(C1C=C([NH:10][C:11]([NH:13][C:14]2[CH:19]=[CH:18][C:17]([Cl:20])=[CH:16][CH:15]=2)=[O:12])N(C2C=C(C=CC=2)C(OCC)=O)N=1)(C)(C)C. Product: [Cl:20][C:17]1[CH:16]=[CH:15][C:14]([NH:13][C:11](=[O:12])[NH2:10])=[CH:19][CH:18]=1. The catalyst class is: 1. (2) Reactant: [S:1]1[C:5]2=[CH:6][N:7]=[N:8][CH:9]=[C:4]2[CH:3]=[CH:2]1.C([O-])(=O)C.[Na+].[Br:15]Br. Product: [Br:15][C:3]1[C:4]2[C:5](=[CH:6][N:7]=[N:8][CH:9]=2)[S:1][CH:2]=1. The catalyst class is: 15. (3) Reactant: F[C:2]1[CH:9]=[CH:8][C:5]([C:6]#[N:7])=[CH:4][CH:3]=1.[CH:10]1([NH2:14])[CH2:13][CH2:12][CH2:11]1.C([O-])([O-])=O.[K+].[K+]. Product: [CH:10]1([NH:14][C:2]2[CH:9]=[CH:8][C:5]([C:6]#[N:7])=[CH:4][CH:3]=2)[CH2:13][CH2:12][CH2:11]1. The catalyst class is: 16. (4) Reactant: Cl[C:2]1[C:7]([C:8]([F:11])([F:10])[F:9])=[CH:6][N:5]=[C:4]([NH:12][C:13]2[CH:18]=[CH:17][C:16]([P:19]([CH3:22])([CH3:21])=[O:20])=[CH:15][CH:14]=2)[N:3]=1.C(N(CC)CC)C.[NH2:30][CH2:31][CH2:32][C:33]1[CH:38]=[CH:37][C:36]([S:39]([NH2:42])(=[O:41])=[O:40])=[CH:35][CH:34]=1. Product: [CH3:21][P:19]([C:16]1[CH:17]=[CH:18][C:13]([NH:12][C:4]2[N:3]=[C:2]([NH:30][CH2:31][CH2:32][C:33]3[CH:34]=[CH:35][C:36]([S:39]([NH2:42])(=[O:40])=[O:41])=[CH:37][CH:38]=3)[C:7]([C:8]([F:11])([F:10])[F:9])=[CH:6][N:5]=2)=[CH:14][CH:15]=1)([CH3:22])=[O:20]. The catalyst class is: 8.